From a dataset of Reaction yield outcomes from USPTO patents with 853,638 reactions. Predict the reaction yield, written as a fraction of the theoretical maximum amount of product (1.0 means a 100% yield; for example, 0.34 means a 34% yield). (1) The reactants are [NH2:1][C@H:2]1[CH2:6][CH2:5][N:4]([C@H:7]2[CH2:12][CH2:11][C@@H:10]([N:13]([CH:15]([CH3:17])[CH3:16])[CH3:14])[CH2:9][C@H:8]2[CH2:18][S:19]([CH:22]([CH3:24])[CH3:23])(=[O:21])=[O:20])[C:3]1=[O:25].C(N(CC)CC)C.Cl[C:34]1[C:43]2[C:38](=[CH:39][CH:40]=[C:41]([C:44]([F:47])([F:46])[F:45])[CH:42]=2)[N:37]=[CH:36][N:35]=1. The catalyst is CCO. The product is [CH:15]([N:13]([CH3:14])[C@@H:10]1[CH2:11][CH2:12][C@H:7]([N:4]2[CH2:5][CH2:6][C@H:2]([NH:1][C:34]3[C:43]4[C:38](=[CH:39][CH:40]=[C:41]([C:44]([F:46])([F:47])[F:45])[CH:42]=4)[N:37]=[CH:36][N:35]=3)[C:3]2=[O:25])[C@H:8]([CH2:18][S:19]([CH:22]([CH3:24])[CH3:23])(=[O:21])=[O:20])[CH2:9]1)([CH3:17])[CH3:16]. The yield is 0.440. (2) The product is [C:15]([O:19][C:20](=[O:27])[NH:21][C:22]([CH3:26])([CH3:25])[CH2:23][NH:31][C:30]1[CH:32]=[CH:33][CH:34]=[CH:35][C:29]=1[Cl:28])([CH3:18])([CH3:17])[CH3:16]. The reactants are C(O[BH-](OC(=O)C)OC(=O)C)(=O)C.[Na+].[C:15]([O:19][C:20](=[O:27])[NH:21][C:22]([CH3:26])([CH3:25])[CH:23]=O)([CH3:18])([CH3:17])[CH3:16].[Cl:28][C:29]1[CH:35]=[CH:34][CH:33]=[CH:32][C:30]=1[NH2:31].C(O)(=O)C.C(=O)(O)[O-].[Na+]. The catalyst is C(Cl)Cl. The yield is 0.730. (3) The reactants are [CH:1]([O:4][C:5]([C:7]1[CH:8]=[C:9]([C:21]#[C:22][C:23]2[CH:28]=[CH:27][C:26]([CH2:29][C:30]([O:32]C)=[O:31])=[CH:25][CH:24]=2)[CH:10]=[C:11]2[C:16]=1[O:15][C:14]([CH3:18])([CH3:17])[CH2:13][C:12]2([CH3:20])[CH3:19])=[O:6])([CH3:3])[CH3:2].[OH-].[Li+]. The catalyst is C(O)C.O1CCCC1.O. The product is [CH:1]([O:4][C:5]([C:7]1[CH:8]=[C:9]([C:21]#[C:22][C:23]2[CH:28]=[CH:27][C:26]([CH2:29][C:30]([OH:32])=[O:31])=[CH:25][CH:24]=2)[CH:10]=[C:11]2[C:16]=1[O:15][C:14]([CH3:17])([CH3:18])[CH2:13][C:12]2([CH3:20])[CH3:19])=[O:6])([CH3:3])[CH3:2]. The yield is 0.800. (4) The reactants are [CH:1]1([CH2:4][O:5][C:6]2[CH:31]=[CH:30][C:9]([CH2:10][N:11]3[CH2:20][CH2:19][C:18]4[C:13](=[CH:14][CH:15]=[C:16](OS(C(F)(F)F)(=O)=O)[CH:17]=4)[C:12]3=[O:29])=[CH:8][CH:7]=2)[CH2:3][CH2:2]1.C1(P(C2C=CC=CC=2)CCCP(C2C=CC=CC=2)C2C=CC=CC=2)C=CC=CC=1.[CH:61]([O:63]CCCC)=[CH2:62].Cl.C(=O)(O)[O-].[Na+]. The catalyst is CN(C=O)C.C([O-])(=O)C.[Pd+2].C([O-])(=O)C. The product is [C:61]([C:16]1[CH:17]=[C:18]2[C:13](=[CH:14][CH:15]=1)[C:12](=[O:29])[N:11]([CH2:10][C:9]1[CH:8]=[CH:7][C:6]([O:5][CH2:4][CH:1]3[CH2:2][CH2:3]3)=[CH:31][CH:30]=1)[CH2:20][CH2:19]2)(=[O:63])[CH3:62]. The yield is 0.683. (5) The yield is 1.00. The catalyst is C(Cl)Cl.CN(C)C=O.O1CCCC1. The product is [CH:1]1([CH2:6][CH:7]([C:11]2[CH:16]=[CH:15][C:14]([O:17][CH3:18])=[C:13]([F:19])[CH:12]=2)[C:8]([NH:26][C:27]2[S:28][CH:29]=[CH:30][N:31]=2)=[O:10])[CH2:2][CH2:3][CH2:4][CH2:5]1. The reactants are [CH:1]1([CH2:6][CH:7]([C:11]2[CH:16]=[CH:15][C:14]([O:17][CH3:18])=[C:13]([F:19])[CH:12]=2)[C:8]([OH:10])=O)[CH2:5][CH2:4][CH2:3][CH2:2]1.C(Cl)(=O)C(Cl)=O.[NH2:26][C:27]1[S:28][CH:29]=[CH:30][N:31]=1.C(N(CC)C(C)C)(C)C. (6) The reactants are [N:1]1([C:7]2[N:12]=[N:11][CH:10]=[C:9]3[O:13][CH2:14][CH2:15][O:16][C:8]=23)[CH2:6][CH2:5][CH2:4][CH2:3][CH2:2]1.C([N-]C(C)C)(C)C.[Li+].[Cl:25]C(Cl)(Cl)C(Cl)(Cl)Cl. The catalyst is C1COCC1. The product is [Cl:25][C:10]1[N:11]=[N:12][C:7]([N:1]2[CH2:2][CH2:3][CH2:4][CH2:5][CH2:6]2)=[C:8]2[O:16][CH2:15][CH2:14][O:13][C:9]=12. The yield is 0.700. (7) The product is [Cl:1][C:2]1[C:3]2[CH:14]=[CH:13][C:12](=[O:15])[N:11]([C:16]3[C:21]([F:22])=[CH:20][CH:19]=[CH:18][C:17]=3[F:23])[C:4]=2[N:5]=[C:6]([NH:24][CH:25]([CH2:28][OH:29])[CH2:26][OH:27])[N:7]=1. The yield is 0.420. The catalyst is ClCCl.CN(C=O)C. The reactants are [Cl:1][C:2]1[C:3]2[CH:14]=[CH:13][C:12](=[O:15])[N:11]([C:16]3[C:21]([F:22])=[CH:20][CH:19]=[CH:18][C:17]=3[F:23])[C:4]=2[N:5]=[C:6](S(C)=O)[N:7]=1.[NH2:24][CH:25]([CH2:28][OH:29])[CH2:26][OH:27]. (8) The reactants are [C:1]([C:11]1[CH:16]=[C:15]([O:17][CH3:18])[CH:14]=[CH:13][C:12]=1[C:19](=[O:27])[CH2:20][C:21]1[CH:26]=[CH:25][CH:24]=[CH:23][CH:22]=1)#[C:2][CH2:3][CH2:4][CH2:5][CH2:6][CH2:7][CH2:8][CH2:9][CH3:10].C[Si]([N-][Si](C)(C)C)(C)C.[K+]. The catalyst is C1(C)C=CC=CC=1. The product is [CH3:18][O:17][C:15]1[CH:16]=[C:11]2[C:12](=[CH:13][CH:14]=1)[C:19]([OH:27])=[C:20]([C:21]1[CH:22]=[CH:23][CH:24]=[CH:25][CH:26]=1)[C:2]([CH2:3][CH2:4][CH2:5][CH2:6][CH2:7][CH2:8][CH2:9][CH3:10])=[CH:1]2. The yield is 0.750. (9) The reactants are [C:1]1([N:7]2[C:12](=[O:13])[C:11]([C:14]3[CH:19]=[CH:18][C:17]([F:20])=[CH:16][CH:15]=3)=[C:10](OS(C(F)(F)F)(=O)=O)[CH:9]=[N:8]2)[CH:6]=[CH:5][CH:4]=[CH:3][CH:2]=1.[CH3:29][S:30][C:31]1[CH:36]=[CH:35][C:34](B(O)O)=[CH:33][CH:32]=1. No catalyst specified. The product is [C:1]1([N:7]2[C:12](=[O:13])[C:11]([C:14]3[CH:15]=[CH:16][C:17]([F:20])=[CH:18][CH:19]=3)=[C:10]([C:34]3[CH:35]=[CH:36][C:31]([S:30][CH3:29])=[CH:32][CH:33]=3)[CH:9]=[N:8]2)[CH:6]=[CH:5][CH:4]=[CH:3][CH:2]=1. The yield is 0.920.